From a dataset of Forward reaction prediction with 1.9M reactions from USPTO patents (1976-2016). Predict the product of the given reaction. (1) Given the reactants C(OC([N:11]1[CH2:16][CH2:15][N:14]([CH2:17][CH2:18][CH2:19][CH2:20][NH:21][C:22]([O:24][C:25]([CH3:28])([CH3:27])[CH3:26])=[O:23])[CH2:13][CH2:12]1)=O)C1C=CC=CC=1.C(O)(=O)C, predict the reaction product. The product is: [C:25]([O:24][C:22](=[O:23])[NH:21][CH2:20][CH2:19][CH2:18][CH2:17][N:14]1[CH2:15][CH2:16][NH:11][CH2:12][CH2:13]1)([CH3:28])([CH3:26])[CH3:27]. (2) Given the reactants Cl.[NH2:2][CH2:3][CH2:4][C:5]([N:7]1[CH2:12][CH2:11][CH:10]([N:13]2[N:22]=[C:21]([C:23]3[CH:28]=[CH:27][C:26]([O:29][CH3:30])=[C:25]([O:31][CH3:32])[CH:24]=3)[C@@H:20]3[C@@H:15]([CH2:16][CH2:17][CH2:18][CH2:19]3)[C:14]2=[O:33])[CH2:9][CH2:8]1)=[O:6].[CH:34]1([CH2:37][O:38][C:39]2[CH:47]=[CH:46][C:42]3[O:43][CH2:44][O:45][C:41]=3[C:40]=2[C:48]2[C:49]3[NH:56][CH:55]=[C:54]([C:57](O)=[O:58])[C:50]=3[N:51]=[CH:52][N:53]=2)[CH2:36][CH2:35]1.CN(C(ON1N=NC2C=CC=CC1=2)=[N+](C)C)C.F[P-](F)(F)(F)(F)F.CCN(C(C)C)C(C)C, predict the reaction product. The product is: [CH:34]1([CH2:37][O:38][C:39]2[CH:47]=[CH:46][C:42]3[O:43][CH2:44][O:45][C:41]=3[C:40]=2[C:48]2[C:49]3[NH:56][CH:55]=[C:54]([C:57]([NH:2][CH2:3][CH2:4][C:5]([N:7]4[CH2:12][CH2:11][CH:10]([N:13]5[N:22]=[C:21]([C:23]6[CH:28]=[CH:27][C:26]([O:29][CH3:30])=[C:25]([O:31][CH3:32])[CH:24]=6)[C@@H:20]6[C@@H:15]([CH2:16][CH2:17][CH2:18][CH2:19]6)[C:14]5=[O:33])[CH2:9][CH2:8]4)=[O:6])=[O:58])[C:50]=3[N:51]=[CH:52][N:53]=2)[CH2:35][CH2:36]1.